Dataset: Reaction yield outcomes from USPTO patents with 853,638 reactions. Task: Predict the reaction yield, written as a fraction of the theoretical maximum amount of product (1.0 means a 100% yield; for example, 0.34 means a 34% yield). (1) The reactants are [CH3:1][O:2][C:3](=[O:14])[CH2:4][C:5]1[CH:10]=[C:9]([Br:11])[C:8]([OH:12])=[C:7]([Br:13])[CH:6]=1.C(N(CC)CC)C.F[B-](F)(F)F.[CH3:27][O:28][C:29]1[CH:34]=[CH:33][C:32]([I+][C:32]2[CH:33]=[CH:34][C:29]([O:28][CH3:27])=[CH:30][CH:31]=2)=[CH:31][CH:30]=1. The catalyst is C(Cl)Cl.[Cu]. The product is [CH3:1][O:2][C:3](=[O:14])[CH2:4][C:5]1[CH:6]=[C:7]([Br:13])[C:8]([O:12][C:32]2[CH:33]=[CH:34][C:29]([O:28][CH3:27])=[CH:30][CH:31]=2)=[C:9]([Br:11])[CH:10]=1. The yield is 0.660. (2) The reactants are [CH3:1][C:2]1[C:3]([C:10]2[CH:11]=[N:12][CH:13]=[CH:14][CH:15]=2)=[N:4][C:5](SC)=[N:6][CH:7]=1.O[O:17][S:18]([O-:20])=O.[K+].[CH3:22]O. No catalyst specified. The product is [CH3:22][S:18]([C:5]1[N:4]=[C:3]([C:10]2[CH:11]=[N:12][CH:13]=[CH:14][CH:15]=2)[C:2]([CH3:1])=[CH:7][N:6]=1)(=[O:20])=[O:17]. The yield is 0.880. (3) The reactants are [Cl:1][C:2]1[CH:7]=[CH:6][C:5]([F:8])=[CH:4][C:3]=1[C@H:9]1[CH2:13][CH2:12][CH2:11][N:10]1[C:14]1[CH:19]=[CH:18][N:17]2[N:20]=[CH:21][C:22]([NH2:23])=[C:16]2[N:15]=1.C1N=CN([C:29](N2C=NC=C2)=[O:30])C=1.Cl.[CH3:37][C:38]1([OH:42])[CH2:41][NH:40][CH2:39]1.COC1CNC1.CCN(C(C)C)C(C)C. The catalyst is C(Cl)Cl. The product is [Cl:1][C:2]1[CH:7]=[CH:6][C:5]([F:8])=[CH:4][C:3]=1[C@H:9]1[CH2:13][CH2:12][CH2:11][N:10]1[C:14]1[CH:19]=[CH:18][N:17]2[N:20]=[CH:21][C:22]([NH:23][C:29]([N:40]3[CH2:41][C:38]([OH:42])([CH3:37])[CH2:39]3)=[O:30])=[C:16]2[N:15]=1. The yield is 0.710. (4) The reactants are [CH2:1]([C:8]1[C:9]([NH:22][C:23](=[O:31])[CH2:24][C:25]2[CH:30]=[CH:29][CH:28]=[CH:27][CH:26]=2)=[N:10][CH:11]=[C:12]([C:14]2[CH:19]=[CH:18][C:17]([O:20]C)=[CH:16][CH:15]=2)[N:13]=1)[C:2]1[CH:7]=[CH:6][CH:5]=[CH:4][CH:3]=1.B(Br)(Br)Br.C(=O)(O)[O-].[Na+]. The catalyst is ClCCl. The product is [CH2:1]([C:8]1[C:9]([NH:22][C:23](=[O:31])[CH2:24][C:25]2[CH:26]=[CH:27][CH:28]=[CH:29][CH:30]=2)=[N:10][CH:11]=[C:12]([C:14]2[CH:19]=[CH:18][C:17]([OH:20])=[CH:16][CH:15]=2)[N:13]=1)[C:2]1[CH:7]=[CH:6][CH:5]=[CH:4][CH:3]=1. The yield is 0.441. (5) The reactants are Br[C:2]1[CH:7]=[CH:6][C:5]([S:8]([NH:11][C:12]2[S:13][CH:14]=[CH:15][N:16]=2)(=[O:10])=[O:9])=[CH:4][CH:3]=1.[CH3:17][CH:18]1[CH2:23][NH:22][CH2:21][CH2:20][NH:19]1.C(P(C(C)(C)C)C1C=CC=CC=1C1C=CC=CC=1)(C)(C)C.O(C(C)(C)C)[Na]. The catalyst is C1C=CC(/C=C/C(/C=C/C2C=CC=CC=2)=O)=CC=1.C1C=CC(/C=C/C(/C=C/C2C=CC=CC=2)=O)=CC=1.C1C=CC(/C=C/C(/C=C/C2C=CC=CC=2)=O)=CC=1.[Pd].[Pd].C1(C)C=CC=CC=1. The product is [CH3:17][CH:18]1[NH:19][CH2:20][CH2:21][N:22]([C:2]2[CH:7]=[CH:6][C:5]([S:8]([NH:11][C:12]3[S:13][CH:14]=[CH:15][N:16]=3)(=[O:10])=[O:9])=[CH:4][CH:3]=2)[CH2:23]1. The yield is 0.760. (6) The reactants are [NH2:1][C:2]1[C:10]2[O:9][C:8]([F:12])([F:11])[O:7][C:6]=2[CH:5]=[CH:4][CH:3]=1.[Br:13]N1C(=O)CCC1=O. The catalyst is ClCCl. The product is [Br:13][C:3]1[CH:4]=[CH:5][C:6]2[O:7][C:8]([F:12])([F:11])[O:9][C:10]=2[C:2]=1[NH2:1]. The yield is 0.640. (7) The reactants are [CH3:1][N:2]([C:13]1[CH:38]=[CH:37][CH:36]=[CH:35][C:14]=1[CH2:15][C:16]1[C:24]2[C:23](=[O:25])[CH2:22][C:21]([CH3:27])([CH3:26])[CH2:20][C:19]=2[N:18]([CH2:28][C:29]([O:31]CC)=[O:30])[C:17]=1[CH3:34])[S:3]([C:6]1[CH:11]=[CH:10][C:9]([CH3:12])=[CH:8][CH:7]=1)(=[O:5])=[O:4].O.[OH-].[Na+].Cl. The catalyst is C1COCC1. The product is [CH3:1][N:2]([C:13]1[CH:38]=[CH:37][CH:36]=[CH:35][C:14]=1[CH2:15][C:16]1[C:24]2[C:23](=[O:25])[CH2:22][C:21]([CH3:27])([CH3:26])[CH2:20][C:19]=2[N:18]([CH2:28][C:29]([OH:31])=[O:30])[C:17]=1[CH3:34])[S:3]([C:6]1[CH:11]=[CH:10][C:9]([CH3:12])=[CH:8][CH:7]=1)(=[O:5])=[O:4]. The yield is 0.356.